From a dataset of NCI-60 drug combinations with 297,098 pairs across 59 cell lines. Regression. Given two drug SMILES strings and cell line genomic features, predict the synergy score measuring deviation from expected non-interaction effect. (1) Drug 1: C1=NC2=C(N=C(N=C2N1C3C(C(C(O3)CO)O)F)Cl)N. Drug 2: N.N.Cl[Pt+2]Cl. Cell line: NCI-H322M. Synergy scores: CSS=-1.42, Synergy_ZIP=0.760, Synergy_Bliss=0.901, Synergy_Loewe=-3.64, Synergy_HSA=-2.52. (2) Drug 1: CC1C(C(CC(O1)OC2CC(CC3=C2C(=C4C(=C3O)C(=O)C5=C(C4=O)C(=CC=C5)OC)O)(C(=O)C)O)N)O.Cl. Drug 2: C1C(C(OC1N2C=C(C(=O)NC2=O)F)CO)O. Cell line: NCI/ADR-RES. Synergy scores: CSS=11.2, Synergy_ZIP=-4.12, Synergy_Bliss=-1.36, Synergy_Loewe=-8.83, Synergy_HSA=-2.56. (3) Drug 1: CS(=O)(=O)CCNCC1=CC=C(O1)C2=CC3=C(C=C2)N=CN=C3NC4=CC(=C(C=C4)OCC5=CC(=CC=C5)F)Cl. Drug 2: CN(CCCl)CCCl.Cl. Cell line: A549. Synergy scores: CSS=28.0, Synergy_ZIP=-14.2, Synergy_Bliss=-8.54, Synergy_Loewe=-15.0, Synergy_HSA=-6.50. (4) Drug 1: CC1=C2C(C(=O)C3(C(CC4C(C3C(C(C2(C)C)(CC1OC(=O)C(C(C5=CC=CC=C5)NC(=O)OC(C)(C)C)O)O)OC(=O)C6=CC=CC=C6)(CO4)OC(=O)C)O)C)O. Drug 2: N.N.Cl[Pt+2]Cl. Cell line: 786-0. Synergy scores: CSS=62.2, Synergy_ZIP=-2.13, Synergy_Bliss=-0.398, Synergy_Loewe=0.742, Synergy_HSA=0.992. (5) Drug 2: CC12CCC3C(C1CCC2OP(=O)(O)O)CCC4=C3C=CC(=C4)OC(=O)N(CCCl)CCCl.[Na+]. Synergy scores: CSS=31.3, Synergy_ZIP=-12.2, Synergy_Bliss=-7.64, Synergy_Loewe=-9.29, Synergy_HSA=-5.41. Drug 1: C1=NC2=C(N1)C(=S)N=CN2. Cell line: NCI-H322M. (6) Drug 1: CC1C(C(=O)NC(C(=O)N2CCCC2C(=O)N(CC(=O)N(C(C(=O)O1)C(C)C)C)C)C(C)C)NC(=O)C3=C4C(=C(C=C3)C)OC5=C(C(=O)C(=C(C5=N4)C(=O)NC6C(OC(=O)C(N(C(=O)CN(C(=O)C7CCCN7C(=O)C(NC6=O)C(C)C)C)C)C(C)C)C)N)C. Drug 2: C1=CC=C(C(=C1)C(C2=CC=C(C=C2)Cl)C(Cl)Cl)Cl. Cell line: NCI-H322M. Synergy scores: CSS=13.3, Synergy_ZIP=-3.99, Synergy_Bliss=-1.81, Synergy_Loewe=-15.3, Synergy_HSA=-3.50. (7) Drug 1: CC(C1=C(C=CC(=C1Cl)F)Cl)OC2=C(N=CC(=C2)C3=CN(N=C3)C4CCNCC4)N. Drug 2: CCCCC(=O)OCC(=O)C1(CC(C2=C(C1)C(=C3C(=C2O)C(=O)C4=C(C3=O)C=CC=C4OC)O)OC5CC(C(C(O5)C)O)NC(=O)C(F)(F)F)O. Cell line: CCRF-CEM. Synergy scores: CSS=17.0, Synergy_ZIP=4.63, Synergy_Bliss=4.81, Synergy_Loewe=3.62, Synergy_HSA=3.54. (8) Drug 1: CC1C(C(=O)NC(C(=O)N2CCCC2C(=O)N(CC(=O)N(C(C(=O)O1)C(C)C)C)C)C(C)C)NC(=O)C3=C4C(=C(C=C3)C)OC5=C(C(=O)C(=C(C5=N4)C(=O)NC6C(OC(=O)C(N(C(=O)CN(C(=O)C7CCCN7C(=O)C(NC6=O)C(C)C)C)C)C(C)C)C)N)C. Drug 2: CC1C(C(CC(O1)OC2CC(OC(C2O)C)OC3=CC4=CC5=C(C(=O)C(C(C5)C(C(=O)C(C(C)O)O)OC)OC6CC(C(C(O6)C)O)OC7CC(C(C(O7)C)O)OC8CC(C(C(O8)C)O)(C)O)C(=C4C(=C3C)O)O)O)O. Cell line: MALME-3M. Synergy scores: CSS=49.4, Synergy_ZIP=-3.30, Synergy_Bliss=0.622, Synergy_Loewe=-1.20, Synergy_HSA=1.43.